From a dataset of Peptide-MHC class II binding affinity with 134,281 pairs from IEDB. Regression. Given a peptide amino acid sequence and an MHC pseudo amino acid sequence, predict their binding affinity value. This is MHC class II binding data. (1) The peptide sequence is RQAEPSLYGRHNCRC. The MHC is DRB1_0401 with pseudo-sequence DRB1_0401. The binding affinity (normalized) is 0.322. (2) The peptide sequence is GQWRGAAGTAAQAAV. The MHC is HLA-DQA10501-DQB10301 with pseudo-sequence HLA-DQA10501-DQB10301. The binding affinity (normalized) is 0.764. (3) The peptide sequence is KIPTHRHIVGKPCPK. The MHC is DRB1_1101 with pseudo-sequence DRB1_1101. The binding affinity (normalized) is 0.205. (4) The peptide sequence is IITFKDKTDIHRLEP. The MHC is HLA-DQA10501-DQB10402 with pseudo-sequence HLA-DQA10501-DQB10402. The binding affinity (normalized) is 0. (5) The peptide sequence is NSRFSSWETVCDSLD. The MHC is DRB1_0701 with pseudo-sequence DRB1_0701. The binding affinity (normalized) is 0. (6) The peptide sequence is KEALLSQVEVPMVLT. The MHC is DRB1_0101 with pseudo-sequence DRB1_0101. The binding affinity (normalized) is 0.691. (7) The peptide sequence is GIKVGYTAHIRKATE. The MHC is DRB1_0901 with pseudo-sequence DRB1_0901. The binding affinity (normalized) is 0.342. (8) The peptide sequence is KDGRRIVVPCREQDE. The MHC is HLA-DQA10201-DQB10301 with pseudo-sequence HLA-DQA10201-DQB10301. The binding affinity (normalized) is 0.228. (9) The peptide sequence is EPTAAPAEPEAPAPE. The MHC is HLA-DPA10201-DPB10501 with pseudo-sequence HLA-DPA10201-DPB10501. The binding affinity (normalized) is 0. (10) The peptide sequence is WIESQKNGSWKLEKA. The MHC is DRB1_1302 with pseudo-sequence DRB1_1302. The binding affinity (normalized) is 0.193.